This data is from Peptide-MHC class I binding affinity with 185,985 pairs from IEDB/IMGT. The task is: Regression. Given a peptide amino acid sequence and an MHC pseudo amino acid sequence, predict their binding affinity value. This is MHC class I binding data. The peptide sequence is QQYHRFGLY. The MHC is HLA-B39:01 with pseudo-sequence HLA-B39:01. The binding affinity (normalized) is 0.0847.